From a dataset of Reaction yield outcomes from USPTO patents with 853,638 reactions. Predict the reaction yield, written as a fraction of the theoretical maximum amount of product (1.0 means a 100% yield; for example, 0.34 means a 34% yield). The reactants are [CH3:1][C:2]1[O:6][N:5]=[C:4]([C:7]2[CH:12]=[CH:11][CH:10]=[CH:9][CH:8]=2)[C:3]=1[CH2:13][O:14][C:15]1[CH:23]=[CH:22][C:18]([C:19]([OH:21])=O)=[CH:17][N:16]=1.F[B-](F)(F)F.N1(OC(N(C)C)=[N+](C)C)C2C=CC=CC=2N=N1.C(N(CC)C(C)C)(C)C.[CH3:55][N:56]1[CH2:61][CH2:60][CH:59]([NH2:62])[CH2:58][CH2:57]1. The catalyst is CN(C=O)C. The product is [CH3:1][C:2]1[O:6][N:5]=[C:4]([C:7]2[CH:8]=[CH:9][CH:10]=[CH:11][CH:12]=2)[C:3]=1[CH2:13][O:14][C:15]1[CH:23]=[CH:22][C:18]([C:19]([NH:62][CH:59]2[CH2:60][CH2:61][N:56]([CH3:55])[CH2:57][CH2:58]2)=[O:21])=[CH:17][N:16]=1. The yield is 0.720.